From a dataset of Reaction yield outcomes from USPTO patents with 853,638 reactions. Predict the reaction yield, written as a fraction of the theoretical maximum amount of product (1.0 means a 100% yield; for example, 0.34 means a 34% yield). The reactants are [O:1]=[C:2]1[NH:6][C:5](=[O:7])[C:4](=[CH:8][C:9]2[CH:14]=[CH:13][C:12]([C:15]3[CH:20]=[CH:19][CH:18]=[C:17]([CH2:21][N:22]([CH3:40])[C:23](=[O:39])[O:24][CH2:25][CH:26]4[C:38]5[CH:37]=[CH:36][CH:35]=[CH:34][C:33]=5[C:32]5[C:27]4=[CH:28][CH:29]=[CH:30][CH:31]=5)[CH:16]=3)=[CH:11][CH:10]=2)[S:3]1. The catalyst is O1CCOCC1. The product is [O:1]=[C:2]1[NH:6][C:5](=[O:7])[CH:4]([CH2:8][C:9]2[CH:10]=[CH:11][C:12]([C:15]3[CH:20]=[CH:19][CH:18]=[C:17]([CH2:21][N:22]([CH3:40])[C:23](=[O:39])[O:24][CH2:25][CH:26]4[C:38]5[CH:37]=[CH:36][CH:35]=[CH:34][C:33]=5[C:32]5[C:27]4=[CH:28][CH:29]=[CH:30][CH:31]=5)[CH:16]=3)=[CH:13][CH:14]=2)[S:3]1. The yield is 0.400.